This data is from Reaction yield outcomes from USPTO patents with 853,638 reactions. The task is: Predict the reaction yield, written as a fraction of the theoretical maximum amount of product (1.0 means a 100% yield; for example, 0.34 means a 34% yield). (1) The reactants are [Cl:1][C:2]1[CH:7]=[CH:6][CH:5]=[CH:4][C:3]=1[C:8](=[O:10])[CH3:9].C[Si]([C:15]#[N:16])(C)C. The catalyst is ClCCl.[Ti](Cl)(Cl)(Cl)Cl. The product is [Cl:1][C:2]1[CH:7]=[CH:6][CH:5]=[CH:4][C:3]=1[C:8]([OH:10])([CH3:9])[C:15]#[N:16]. The yield is 0.780. (2) The product is [O:20]1[C:24]2[CH:25]=[CH:26][CH:27]=[CH:28][C:23]=2[C:22]([NH:29][C:30]([N:32]2[CH2:37][CH2:36][N:35]([C:2]3[S:6][N:5]=[C:4]([C:7]4[CH:12]=[CH:11][CH:10]=[CH:9][CH:8]=4)[N:3]=3)[CH2:34][CH2:33]2)=[O:31])=[N:21]1. The yield is 0.523. The reactants are Cl[C:2]1[S:6][N:5]=[C:4]([C:7]2[CH:12]=[CH:11][CH:10]=[CH:9][CH:8]=2)[N:3]=1.FC(F)(F)C(O)=O.[O:20]1[C:24]2[CH:25]=[CH:26][CH:27]=[CH:28][C:23]=2[C:22]([NH:29][C:30]([N:32]2[CH2:37][CH2:36][NH:35][CH2:34][CH2:33]2)=[O:31])=[N:21]1.C(N(CC)CC)C.O. The catalyst is CN(C)C=O. (3) The reactants are [OH:1][CH:2](C)[CH2:3][C:4]([O:6][C:7]1([CH2:14][CH3:15])[CH2:12][CH:11]2[CH2:13][CH:8]1[CH2:9][CH2:10]2)=[O:5].[C:17](OC1(CC)CC2CC1CC2)(=O)C.C(=O)C.C[Si](C)(C)[N-][Si](C)(C)C.[Li+].[CH:43]12[CH2:52][CH:46]([CH:47]([C:49](Cl)=[O:50])[CH2:48]1)[CH:45]=[CH:44]2. The catalyst is C(Cl)Cl.CN(C1C=CN=CC=1)C.N1C=CC=CC=1. The product is [CH:43]12[CH2:52][CH:46]([CH:47]([C:49]([O:1][CH2:2][CH:3]([C:4]([O:6][C:7]3([CH2:14][CH3:15])[CH2:12][CH:11]4[CH2:13][CH:8]3[CH2:9][CH2:10]4)=[O:5])[CH3:17])=[O:50])[CH2:48]1)[CH:45]=[CH:44]2. The yield is 0.849.